From a dataset of Forward reaction prediction with 1.9M reactions from USPTO patents (1976-2016). Predict the product of the given reaction. Given the reactants C(C1C=CC(OC2C=C(F)C=CC=2[N+]([O-])=O)=C(OC)C=1)C.[Br:22][C:23]1[CH:28]=[CH:27][C:26]([O:29][C:30]2[CH:35]=[CH:34][C:33]([N+:36]([O-])=O)=[CH:32][C:31]=2[F:39])=[C:25]([O:40][CH3:41])[CH:24]=1, predict the reaction product. The product is: [Br:22][C:23]1[CH:28]=[CH:27][C:26]([O:29][C:30]2[CH:35]=[CH:34][C:33]([NH2:36])=[CH:32][C:31]=2[F:39])=[C:25]([O:40][CH3:41])[CH:24]=1.